Task: Predict the reaction yield, written as a fraction of the theoretical maximum amount of product (1.0 means a 100% yield; for example, 0.34 means a 34% yield).. Dataset: Reaction yield outcomes from USPTO patents with 853,638 reactions (1) The reactants are Cl[C:2]1[C:7]([C:8]([NH2:10])=O)=[CH:6][C:5]([F:11])=[CH:4][N:3]=1.ClC1C(C(O)=O)=CC(F)=C[N:14]=1.C(Cl)(=O)C(Cl)=O.[NH3:29]. The catalyst is C(Cl)Cl.CN(C=O)C. The product is [F:11][C:5]1[CH:6]=[C:7]2[C:8]([NH2:14])=[N:10][NH:3][C:2]2=[N:29][CH:4]=1. The yield is 0.890. (2) The reactants are [C:1]([N:4]1[CH2:9][CH2:8][N:7]([C:10]2[CH:15]=[CH:14][C:13]([S:16]([NH:19][CH2:20][CH:21]([CH3:23])[CH3:22])(=[O:18])=[O:17])=[CH:12][CH:11]=2)[CH2:6][CH2:5]1)(=[O:3])[CH3:2].[H-].[Na+].[F:26][C:27]([F:37])([F:36])[C:28]1[CH:35]=[CH:34][CH:33]=[CH:32][C:29]=1[CH2:30]Br. The catalyst is CC(N(C)C)=O.CCOC(C)=O. The product is [C:1]([N:4]1[CH2:9][CH2:8][N:7]([C:10]2[CH:11]=[CH:12][C:13]([S:16]([N:19]([CH2:20][CH:21]([CH3:23])[CH3:22])[CH2:30][C:29]3[CH:32]=[CH:33][CH:34]=[CH:35][C:28]=3[C:27]([F:37])([F:36])[F:26])(=[O:18])=[O:17])=[CH:14][CH:15]=2)[CH2:6][CH2:5]1)(=[O:3])[CH3:2]. The yield is 0.750. (3) The reactants are C[O:2][C:3]([C:5]1([NH2:11])[CH2:10][CH2:9][CH2:8][CH2:7][CH2:6]1)=[O:4].[C:12](OC(OC(C)(C)C)=O)(OC(C)(C)C)=[O:13].C(N(CC)CC)C.[S:34]1[CH2:38][CH2:37][NH:36][CH2:35]1. The catalyst is C(Cl)Cl. The product is [S:34]1[CH2:38][CH2:37][N:36]([C:12]([NH:11][C:5]2([C:3]([OH:2])=[O:4])[CH2:10][CH2:9][CH2:8][CH2:7][CH2:6]2)=[O:13])[CH2:35]1. The yield is 0.660. (4) The yield is 0.850. No catalyst specified. The reactants are [CH2:1]([S:5]([C:8]1[N:13]=[C:12]([C:14]#N)[CH:11]=[CH:10][CH:9]=1)(=[O:7])=[O:6])[CH:2]([CH3:4])[CH3:3].[OH-:16].[Na+].[OH2:18]. The product is [CH2:1]([S:5]([C:8]1[N:13]=[C:12]([C:14]([OH:18])=[O:16])[CH:11]=[CH:10][CH:9]=1)(=[O:7])=[O:6])[CH:2]([CH3:4])[CH3:3]. (5) The reactants are FC(F)(F)C1C=C(NC(=O)NC2C=CC(C3SC(CCC(OC)=O)=NC=3)=CC=2)C=CC=1.[NH2:32][C:33]1[CH:38]=[CH:37][C:36]([C:39]2[S:43][C:42]([CH:44]3[CH2:49][CH2:48][CH:47]([C:50]([O:52][CH3:53])=[O:51])[CH2:46][CH2:45]3)=[N:41][CH:40]=2)=[CH:35][CH:34]=1.[Cl:54][C:55]1[CH:60]=[CH:59][CH:58]=[C:57]([C:61]([F:64])([F:63])[F:62])[C:56]=1[N:65]=[C:66]=[O:67]. No catalyst specified. The product is [Cl:54][C:55]1[CH:60]=[CH:59][CH:58]=[C:57]([C:61]([F:64])([F:63])[F:62])[C:56]=1[NH:65][C:66](=[O:67])[NH:32][C:33]1[CH:34]=[CH:35][C:36]([C:39]2[S:43][C:42]([CH:44]3[CH2:45][CH2:46][CH:47]([C:50]([O:52][CH3:53])=[O:51])[CH2:48][CH2:49]3)=[N:41][CH:40]=2)=[CH:37][CH:38]=1. The yield is 0.590.